From a dataset of Full USPTO retrosynthesis dataset with 1.9M reactions from patents (1976-2016). Predict the reactants needed to synthesize the given product. The reactants are: CCN(S(F)(F)[F:7])CC.[C:10]([C:13]1[C:14]([CH2:29][NH:30][C:31]([C@@H:33]2[C@H:37](O)[CH2:36][CH2:35][N:34]2[C:39]([O:41][C:42]([CH3:45])([CH3:44])[CH3:43])=[O:40])=[O:32])=[CH:15][C:16]([C:19]2[CH:20]=[N:21][C:22]([C:25]([F:28])([F:27])[F:26])=[CH:23][CH:24]=2)=[N:17][CH:18]=1)(=[O:12])[NH2:11]. Given the product [C:10]([C:13]1[C:14]([CH2:29][NH:30][C:31]([C@@H:33]2[C@@H:37]([F:7])[CH2:36][CH2:35][N:34]2[C:39]([O:41][C:42]([CH3:43])([CH3:44])[CH3:45])=[O:40])=[O:32])=[CH:15][C:16]([C:19]2[CH:20]=[N:21][C:22]([C:25]([F:26])([F:28])[F:27])=[CH:23][CH:24]=2)=[N:17][CH:18]=1)(=[O:12])[NH2:11], predict the reactants needed to synthesize it.